From a dataset of Catalyst prediction with 721,799 reactions and 888 catalyst types from USPTO. Predict which catalyst facilitates the given reaction. Reactant: C[O:2][C:3](=[O:38])[CH:4]([O:35][CH2:36][CH3:37])[CH2:5][C:6]1[CH:11]=[CH:10][CH:9]=[C:8]([CH2:12][CH2:13][N:14]([CH2:28][CH2:29][CH2:30][CH2:31][CH2:32][CH2:33][CH3:34])[C:15]([NH:17][C:18]2[CH:23]=[CH:22][C:21]([O:24][CH3:25])=[CH:20][C:19]=2[O:26][CH3:27])=[O:16])[CH:7]=1.[Li+].[OH-]. Product: [CH3:27][O:26][C:19]1[CH:20]=[C:21]([O:24][CH3:25])[CH:22]=[CH:23][C:18]=1[NH:17][C:15](=[O:16])[N:14]([CH2:13][CH2:12][C:8]1[CH:7]=[C:6]([CH2:5][CH:4]([O:35][CH2:36][CH3:37])[C:3]([OH:38])=[O:2])[CH:11]=[CH:10][CH:9]=1)[CH2:28][CH2:29][CH2:30][CH2:31][CH2:32][CH2:33][CH3:34]. The catalyst class is: 7.